From a dataset of Forward reaction prediction with 1.9M reactions from USPTO patents (1976-2016). Predict the product of the given reaction. (1) Given the reactants [CH:1]1([NH:7][C:8]2[N:13]=[C:12]([OH:14])[CH:11]=[CH:10][C:9]=2[N+:15]([O-:17])=[O:16])[CH2:6][CH2:5][CH2:4][CH2:3][CH2:2]1.[CH3:18][S:19](Cl)(=[O:21])=[O:20].C(N(CC)CC)C.Cl, predict the reaction product. The product is: [CH3:18][S:19]([O:14][C:12]1[CH:11]=[CH:10][C:9]([N+:15]([O-:17])=[O:16])=[C:8]([NH:7][CH:1]2[CH2:2][CH2:3][CH2:4][CH2:5][CH2:6]2)[N:13]=1)(=[O:21])=[O:20]. (2) Given the reactants [CH3:1][C:2]1[CH:7]=[CH:6][C:5]([NH:8][C:9](=[O:26])[C:10]2[CH:15]=[C:14]([C:16]([F:19])([F:18])[F:17])[CH:13]=[C:12]([N:20]3[CH:24]=[C:23]([CH3:25])[N:22]=[CH:21]3)[CH:11]=2)=[CH:4][C:3]=1[NH:27][C:28]([N:30]1[C:34]2[N:35]=[CH:36][N:37]=[C:38](Cl)[C:33]=2[CH:32]=[CH:31]1)=[O:29].[NH2:40][C:41]1[CH:42]=[C:43]([S:47]([NH2:50])(=[O:49])=[O:48])[CH:44]=[CH:45][CH:46]=1, predict the reaction product. The product is: [CH3:1][C:2]1[CH:7]=[CH:6][C:5]([NH:8][C:9](=[O:26])[C:10]2[CH:15]=[C:14]([C:16]([F:19])([F:18])[F:17])[CH:13]=[C:12]([N:20]3[CH:24]=[C:23]([CH3:25])[N:22]=[CH:21]3)[CH:11]=2)=[CH:4][C:3]=1[NH:27][C:28]([N:30]1[C:34]2[N:35]=[CH:36][N:37]=[C:38]([NH:40][C:41]3[CH:46]=[CH:45][CH:44]=[C:43]([S:47](=[O:49])(=[O:48])[NH2:50])[CH:42]=3)[C:33]=2[CH:32]=[CH:31]1)=[O:29].